Dataset: Full USPTO retrosynthesis dataset with 1.9M reactions from patents (1976-2016). Task: Predict the reactants needed to synthesize the given product. (1) Given the product [CH2:11]([O:10][C:8]([C:7]1[C:2]([NH:21][CH:18]2[CH2:20][CH2:19]2)=[C:3]2[CH:15]=[N:14][N:13]([CH2:16][CH3:17])[C:4]2=[N:5][CH:6]=1)=[O:9])[CH3:12], predict the reactants needed to synthesize it. The reactants are: Cl[C:2]1[C:7]([C:8]([O:10][CH2:11][CH3:12])=[O:9])=[CH:6][N:5]=[C:4]2[N:13]([CH2:16][CH3:17])[N:14]=[CH:15][C:3]=12.[CH:18]1([NH2:21])[CH2:20][CH2:19]1. (2) Given the product [CH3:69][O:70][C:71](=[O:75])[CH2:72][CH2:73][NH:74][C:5](=[O:6])[C:4]1[CH:8]=[CH:9][C:10]([O:11][CH:12]([C:19]2[CH:20]=[N:21][C:22]([C:25]3[CH:26]=[CH:27][C:28]([C:31]([F:33])([F:32])[F:34])=[CH:29][CH:30]=3)=[CH:23][CH:24]=2)[CH2:13][CH2:14][CH2:15][CH2:16][CH2:17][CH3:18])=[C:2]([F:1])[CH:3]=1, predict the reactants needed to synthesize it. The reactants are: [F:1][C:2]1[CH:3]=[C:4]([CH:8]=[CH:9][C:10]=1[O:11][CH:12]([C:19]1[CH:20]=[N:21][C:22]([C:25]2[CH:30]=[CH:29][C:28]([C:31]([F:34])([F:33])[F:32])=[CH:27][CH:26]=2)=[CH:23][CH:24]=1)[CH2:13][CH2:14][CH2:15][CH2:16][CH2:17][CH3:18])[C:5](O)=[O:6].C1CN([P+](ON2N=NC3C=CC=CC2=3)(N2CCCC2)N2CCCC2)CC1.F[P-](F)(F)(F)(F)F.Cl.[CH3:69][O:70][C:71](=[O:75])[CH2:72][CH2:73][NH2:74].C(N(CC)CC)C.